This data is from Reaction yield outcomes from USPTO patents with 853,638 reactions. The task is: Predict the reaction yield, written as a fraction of the theoretical maximum amount of product (1.0 means a 100% yield; for example, 0.34 means a 34% yield). The reactants are [Cl:1][CH2:2][CH2:3][N:4]([C:8]1[C:9]([N+:24]([O-:26])=[O:25])=[C:10]([C:18]([N+:21]([O-:23])=[O:22])=[CH:19][CH:20]=1)[C:11]([O:13][C:14]([CH3:17])([CH3:16])[CH3:15])=[O:12])[CH2:5][CH2:6][OH:7].N1C=CC=CC=1.[CH3:33][S:34](O[S:34]([CH3:33])(=[O:36])=[O:35])(=[O:36])=[O:35].C([O-])(O)=O.[Na+]. The catalyst is C(Cl)Cl. The product is [Cl:1][CH2:2][CH2:3][N:4]([C:8]1[C:9]([N+:24]([O-:26])=[O:25])=[C:10]([C:18]([N+:21]([O-:23])=[O:22])=[CH:19][CH:20]=1)[C:11]([O:13][C:14]([CH3:17])([CH3:16])[CH3:15])=[O:12])[CH2:5][CH2:6][O:7][S:34]([CH3:33])(=[O:36])=[O:35]. The yield is 0.880.